This data is from Full USPTO retrosynthesis dataset with 1.9M reactions from patents (1976-2016). The task is: Predict the reactants needed to synthesize the given product. Given the product [Br:12][C:13]1[CH:18]=[CH:17][C:16]([S:19]([CH3:25])(=[O:21])=[O:20])=[C:15]([CH3:23])[CH:14]=1, predict the reactants needed to synthesize it. The reactants are: S([O-])([O-])=O.[Na+].[Na+].C([O-])(O)=O.[Na+].[Br:12][C:13]1[CH:18]=[CH:17][C:16]([S:19](Cl)(=[O:21])=[O:20])=[C:15]([CH3:23])[CH:14]=1.Br[CH2:25]C(O)=O.Cl.